This data is from Retrosynthesis with 50K atom-mapped reactions and 10 reaction types from USPTO. The task is: Predict the reactants needed to synthesize the given product. (1) Given the product CC(=O)Oc1cccc(OCc2nc(-c3ccccc3)oc2C)c1, predict the reactants needed to synthesize it. The reactants are: CC(=O)Oc1cccc(O)c1.Cc1oc(-c2ccccc2)nc1CCl. (2) Given the product CC(=O)CC(C)CCC=C(C)C, predict the reactants needed to synthesize it. The reactants are: CC(=O)C=C(C)CCC=C(C)C. (3) Given the product CC(C)C1=C(C(=O)N(CCO)C(C)C)SC2=N[C@@](C)(c3ccc(Cl)cc3)[C@@H](c3ccc(Cl)cc3)N21, predict the reactants needed to synthesize it. The reactants are: CC(C)C1=C(C(=O)N(CCO[Si](C)(C)C(C)(C)C)C(C)C)SC2=NC(C)(c3ccc(Cl)cc3)C(c3ccc(Cl)cc3)N21. (4) Given the product [O-][n+]1c[nH]c2ncccc21, predict the reactants needed to synthesize it. The reactants are: CC(=O)O.c1cnc2[nH]cnc2c1. (5) Given the product COc1nc2ccc(Br)cc2cc1Cc1ccccc1, predict the reactants needed to synthesize it. The reactants are: C[O-].Clc1nc2ccc(Br)cc2cc1Cc1ccccc1. (6) Given the product Brc1ccc2ncccc2c1, predict the reactants needed to synthesize it. The reactants are: Nc1ccc(Br)cc1.O=[N+]([O-])c1cccc(S(=O)(=O)[O-])c1.